From a dataset of Full USPTO retrosynthesis dataset with 1.9M reactions from patents (1976-2016). Predict the reactants needed to synthesize the given product. (1) Given the product [NH2:1][C:2]1[CH:7]=[C:6]([CH3:19])[CH:5]=[CH:4][C:3]=1[C:10]([C:12]1[CH:17]=[CH:16][CH:15]=[CH:14][C:13]=1[F:18])=[O:11], predict the reactants needed to synthesize it. The reactants are: [NH2:1][C:2]1[CH:7]=[C:6](OC)[CH:5]=[CH:4][C:3]=1[C:10]([C:12]1[CH:17]=[CH:16][CH:15]=[CH:14][C:13]=1[F:18])=[O:11].[C:19]1(C)C=CC=C(N)C=1.FC1C=CC=CC=1C#N. (2) Given the product [C:1]([C:5]1[CH:6]=[CH:7][C:8]2[N:9]([CH:11]=[C:12]([C@@H:14]3[C@@H:15]([CH3:19])[C:16](=[O:18])[N:17]3[C:20]([O:22][C:23]([CH3:26])([CH3:25])[CH3:24])=[O:21])[N:13]=2)[CH:10]=1)([CH3:4])([CH3:2])[CH3:3], predict the reactants needed to synthesize it. The reactants are: [C:1]([C:5]1[CH:6]=[CH:7][C:8]2[N:9]([CH:11]=[C:12]([C@H:14]3[NH:17][C:16](=[O:18])[C@@H:15]3[CH3:19])[N:13]=2)[CH:10]=1)([CH3:4])([CH3:3])[CH3:2].[C:20](O[C:20]([O:22][C:23]([CH3:26])([CH3:25])[CH3:24])=[O:21])([O:22][C:23]([CH3:26])([CH3:25])[CH3:24])=[O:21].C(N(CC)CC)C.